This data is from Reaction yield outcomes from USPTO patents with 853,638 reactions. The task is: Predict the reaction yield, written as a fraction of the theoretical maximum amount of product (1.0 means a 100% yield; for example, 0.34 means a 34% yield). (1) The reactants are [C:1]([O:9][CH2:10][C@H:11]1[O:15][C:14](=[O:16])[CH:13]=[CH:12]1)(=[O:8])[C:2]1[CH:7]=[CH:6][CH:5]=[CH:4][CH:3]=1.C(C1C=CC=CC=1)(=O)C1C=CC=CC=1.[C:31]([O:34][CH2:35][CH3:36])(=[O:33])C.C(Cl)(Cl)Cl. The catalyst is O1CCOC1. The product is [C:1]([O:9][CH2:10][C@H:11]1[O:15][C:14](=[O:16])[CH2:13][C@@H:12]1[CH:31]1[O:34][CH2:35][CH2:36][O:33]1)(=[O:8])[C:2]1[CH:3]=[CH:4][CH:5]=[CH:6][CH:7]=1. The yield is 0.800. (2) The reactants are [OH:1][C:2]1[C:11]2[C:6](=[CH:7][CH:8]=[C:9](I)[CH:10]=2)[N:5]([CH3:13])[C:4](=[O:14])[C:3]=1[C:15]([NH:17][CH2:18][C:19]([O:21][CH2:22][CH3:23])=[O:20])=[O:16].[Cu](C#N)[C:25]#[N:26]. The catalyst is O1CCOCC1.[C-]#N.C([N+](CC)(CC)CC)C.C1(P(C2C=CC=CC=2)[C-]2C=CC=C2)C=CC=CC=1.[C-]1(P(C2C=CC=CC=2)C2C=CC=CC=2)C=CC=C1.[Fe+2].C1C=CC(/C=C/C(/C=C/C2C=CC=CC=2)=O)=CC=1.C1C=CC(/C=C/C(/C=C/C2C=CC=CC=2)=O)=CC=1.C1C=CC(/C=C/C(/C=C/C2C=CC=CC=2)=O)=CC=1.[Pd].[Pd]. The product is [C:25]([C:9]1[CH:10]=[C:11]2[C:6](=[CH:7][CH:8]=1)[N:5]([CH3:13])[C:4](=[O:14])[C:3]([C:15]([NH:17][CH2:18][C:19]([O:21][CH2:22][CH3:23])=[O:20])=[O:16])=[C:2]2[OH:1])#[N:26]. The yield is 0.900. (3) The reactants are [CH3:1][N:2]([CH2:4][CH2:5][CH2:6][C:7]1([C:18]2[CH:19]=[CH:20][C:21]([F:24])=[CH:22][CH:23]=2)[O:15][CH2:14][C:13]2[CH:12]=[C:11]([C:16]#[N:17])[CH:10]=[CH:9][C:8]1=2)[CH3:3].[BrH:25]. The catalyst is C1(C)C=CC=CC=1. The product is [CH3:1][N:2]([CH2:4][CH2:5][CH2:6][C:7]1([C:18]2[CH:23]=[CH:22][C:21]([F:24])=[CH:20][CH:19]=2)[O:15][CH2:14][C:13]2[CH:12]=[C:11]([C:16]#[N:17])[CH:10]=[CH:9][C:8]1=2)[CH3:3].[BrH:25]. The yield is 0.937. (4) The reactants are Br[C:2]1[CH:7]=[CH:6][C:5]([C:8]2[C:12]([C:13]3[CH:18]=[CH:17][N:16]=[CH:15][CH:14]=3)=[CH:11][N:10]([CH3:19])[N:9]=2)=[C:4]([F:20])[CH:3]=1.[C:21]([Si:23]([CH3:26])([CH3:25])[CH3:24])#[CH:22].O. The catalyst is O1CCOCC1.Cl[Pd](Cl)([P](C1C=CC=CC=1)(C1C=CC=CC=1)C1C=CC=CC=1)[P](C1C=CC=CC=1)(C1C=CC=CC=1)C1C=CC=CC=1.[Cu]I. The product is [F:20][C:4]1[CH:3]=[C:2]([C:22]#[C:21][Si:23]([CH3:26])([CH3:25])[CH3:24])[CH:7]=[CH:6][C:5]=1[C:8]1[C:12]([C:13]2[CH:18]=[CH:17][N:16]=[CH:15][CH:14]=2)=[CH:11][N:10]([CH3:19])[N:9]=1. The yield is 0.720.